This data is from Catalyst prediction with 721,799 reactions and 888 catalyst types from USPTO. The task is: Predict which catalyst facilitates the given reaction. (1) Reactant: [NH2:1][CH:2]([C:9]1[CH:14]=[CH:13][CH:12]=[CH:11][CH:10]=1)[C:3]1[CH:8]=[CH:7][CH:6]=[CH:5][CH:4]=1.CCN(CC)CC.[Cl:22][CH2:23][C:24](Cl)=[O:25]. Product: [CH:2]([NH:1][C:24](=[O:25])[CH2:23][Cl:22])([C:3]1[CH:8]=[CH:7][CH:6]=[CH:5][CH:4]=1)[C:9]1[CH:14]=[CH:13][CH:12]=[CH:11][CH:10]=1. The catalyst class is: 2. (2) Reactant: [CH3:1][O:2][C:3]([C@@H:5]1[CH2:9][CH2:8][N:7](C(OCC2C=CC=CC=2)=O)[CH2:6]1)=[O:4].Cl.[H][H].C(OCC)(=O)C. Product: [CH3:1][O:2][C:3]([C@@H:5]1[CH2:9][CH2:8][NH:7][CH2:6]1)=[O:4]. The catalyst class is: 19. (3) Reactant: [CH3:1][C:2]1[CH:7]=[CH:6][C:5]([C:8]2[CH:13]=[CH:12][C:11]([C:14]([F:17])([F:16])[F:15])=[CH:10][CH:9]=2)=[C:4]([C:18]([NH:20][C:21]2[CH:22]=[CH:23][C:24]([NH:27][C:28](=O)[O-])=[N:25][CH:26]=2)=[O:19])[CH:3]=1.F[C:32](F)(F)[C:33](O)=O. The catalyst class is: 4. Product: [NH2:27][C:24]1[N:25]=[C:33]([CH2:32][CH2:28][NH:27][C:24]2[N:25]=[CH:26][C:21]([NH:20][C:18]([C:4]3[C:5]([C:8]4[CH:9]=[CH:10][C:11]([C:14]([F:15])([F:17])[F:16])=[CH:12][CH:13]=4)=[CH:6][CH:7]=[C:2]([CH3:1])[CH:3]=3)=[O:19])=[CH:22][CH:23]=2)[CH:21]=[CH:22][CH:23]=1.